From a dataset of Catalyst prediction with 721,799 reactions and 888 catalyst types from USPTO. Predict which catalyst facilitates the given reaction. (1) Reactant: [F:1][C:2]1[C:3](=[O:23])[N:4]2[C:8](=[C:9]([C:20](O)=[O:21])[C:10]=1[NH:11][C:12]1[CH:17]=[CH:16][C:15]([I:18])=[CH:14][C:13]=1[F:19])[CH2:7][CH2:6][CH2:5]2.Cl.[OH:25][CH:26]1[CH2:29][NH:28][CH2:27]1.CN(C(ON1N=NC2C=CC=NC1=2)=[N+](C)C)C.F[P-](F)(F)(F)(F)F.CN1CCOCC1. Product: [F:1][C:2]1[C:3](=[O:23])[N:4]2[C:8](=[C:9]([C:20]([N:28]3[CH2:29][CH:26]([OH:25])[CH2:27]3)=[O:21])[C:10]=1[NH:11][C:12]1[CH:17]=[CH:16][C:15]([I:18])=[CH:14][C:13]=1[F:19])[CH2:7][CH2:6][CH2:5]2. The catalyst class is: 3. (2) Reactant: [CH:1]1([C:6]([C:11]2[CH:16]=[CH:15][CH:14]=[CH:13][CH:12]=2)([OH:10])[C:7]([OH:9])=[O:8])[CH2:5][CH2:4][CH2:3][CH2:2]1.C(N1C=CN=C1)(N1C=CN=C1)=O.[CH3:29][N:30]1[CH2:34][CH2:33][CH:32](O)[CH2:31]1.O. Product: [CH3:29][N:30]1[CH2:34][CH2:33][CH:32]([O:8][C:7](=[O:9])[C:6]([CH:1]2[CH2:5][CH2:4][CH2:3][CH2:2]2)([OH:10])[C:11]2[CH:16]=[CH:15][CH:14]=[CH:13][CH:12]=2)[CH2:31]1. The catalyst class is: 11. (3) Reactant: [C:1]([O:5][C:6]([N:8]1[CH2:13][CH2:12][C:11](=[O:14])[CH2:10][CH2:9]1)=[O:7])([CH3:4])([CH3:3])[CH3:2].[CH3:15][Mg]Br.O.[Cl-].[NH4+]. Product: [C:1]([O:5][C:6]([N:8]1[CH2:9][CH2:10][C:11]([OH:14])([CH3:15])[CH2:12][CH2:13]1)=[O:7])([CH3:4])([CH3:2])[CH3:3]. The catalyst class is: 27. (4) Reactant: [Cl:1][CH2:2][CH2:3][CH2:4][CH2:5][N:6]1[CH:11]=[CH:10][CH:9]=[C:8]([C:12]2[CH:13]=[N:14][C:15]([CH3:18])=[CH:16][CH:17]=2)[C:7]1=[O:19].[F:20][C:21]([F:35])([F:34])[C:22]1[CH:27]=[CH:26][C:25]([C@:28]23[CH2:33][C@H:32]2[CH2:31][NH:30][CH2:29]3)=[CH:24][CH:23]=1. Product: [ClH:1].[ClH:1].[CH3:18][C:15]1[N:14]=[CH:13][C:12]([C:8]2[C:7](=[O:19])[N:6]([CH2:5][CH2:4][CH2:3][CH2:2][N:30]3[CH2:31][C@H:32]4[C@:28]([C:25]5[CH:24]=[CH:23][C:22]([C:21]([F:20])([F:35])[F:34])=[CH:27][CH:26]=5)([CH2:33]4)[CH2:29]3)[CH:11]=[CH:10][CH:9]=2)=[CH:17][CH:16]=1. The catalyst class is: 3. (5) Reactant: [B:1]1([OH:11])[C:5]2[CH:6]=[C:7]([OH:10])[CH:8]=[CH:9][C:4]=2[CH2:3][O:2]1.C([O-])([O-])=O.[Cs+].[Cs+].[CH3:18][O:19][C:20]([C:22]1[CH:27]=[N:26][C:25](Cl)=[CH:24][N:23]=1)=[O:21].Cl. Product: [CH3:18][O:19][C:20]([C:22]1[CH:27]=[N:26][C:25]([O:10][C:7]2[CH:8]=[CH:9][C:4]3[CH2:3][O:2][B:1]([OH:11])[C:5]=3[CH:6]=2)=[CH:24][N:23]=1)=[O:21]. The catalyst class is: 18. (6) Reactant: [Br:1][C:2]1[CH:7]=[CH:6][CH:5]=[CH:4][CH:3]=1.[Al+3].[Cl-].[Cl-].[Cl-].[CH:12]12[CH2:17][CH:16]1[C:15](=[O:18])[O:14][C:13]2=[O:19].Cl. Product: [Br:1][C:2]1[CH:7]=[CH:6][C:5]([C:15]([C@H:16]2[CH2:17][C@H:12]2[C:13]([OH:19])=[O:14])=[O:18])=[CH:4][CH:3]=1. The catalyst class is: 2. (7) Reactant: [CH3:1][O:2][C:3]1[C:8]2[CH2:9][CH2:10][CH2:11][CH:12]([N:14]3[CH2:19][CH2:18][O:17][CH2:16][CH2:15]3)[CH2:13][C:7]=2[CH:6]=[CH:5][C:4]=1[N+:20]([O-])=O. Product: [CH3:1][O:2][C:3]1[C:8]2[CH2:9][CH2:10][CH2:11][CH:12]([N:14]3[CH2:19][CH2:18][O:17][CH2:16][CH2:15]3)[CH2:13][C:7]=2[CH:6]=[CH:5][C:4]=1[NH2:20]. The catalyst class is: 29. (8) Reactant: [NH2:1][C:2]1[C:3]([CH3:27])=[C:4]2[C:10]([CH:11]3[CH2:16][CH2:15][N:14]([C:17]([CH:19]4[CH2:23][CH2:22][CH2:21][CH2:20]4)=[O:18])[C:13]([CH3:25])([CH3:24])[CH2:12]3)=[CH:9][N:8]([CH3:26])[C:5]2=[N:6][CH:7]=1.[C:28]([C:30]1[CH:31]=[C:32]([CH:36]=[C:37]([O:39][CH3:40])[CH:38]=1)[C:33](Cl)=[O:34])#[N:29]. Product: [C:28]([C:30]1[CH:31]=[C:32]([CH:36]=[C:37]([O:39][CH3:40])[CH:38]=1)[C:33]([NH:1][C:2]1[C:3]([CH3:27])=[C:4]2[C:10]([CH:11]3[CH2:16][CH2:15][N:14]([C:17]([CH:19]4[CH2:20][CH2:21][CH2:22][CH2:23]4)=[O:18])[C:13]([CH3:24])([CH3:25])[CH2:12]3)=[CH:9][N:8]([CH3:26])[C:5]2=[N:6][CH:7]=1)=[O:34])#[N:29]. The catalyst class is: 2. (9) Reactant: [Cl-].O[NH3+:3].[C:4](=[O:7])([O-])[OH:5].[Na+].CS(C)=O.[OH:13][C:14]([CH3:51])([CH3:50])[CH2:15][O:16][C@H:17]1[CH2:22][CH2:21][C@H:20]([N:23]2[C:28](=[O:29])[C:27]([CH2:30][C:31]3[S:35][C:34]([C:36]4[CH:43]=[CH:42][CH:41]=[CH:40][C:37]=4[C:38]#[N:39])=[CH:33][CH:32]=3)=[C:26]([CH2:44][CH2:45][CH3:46])[N:25]3[N:47]=[CH:48][N:49]=[C:24]23)[CH2:19][CH2:18]1. Product: [OH:13][C:14]([CH3:50])([CH3:51])[CH2:15][O:16][C@H:17]1[CH2:18][CH2:19][C@H:20]([N:23]2[C:28](=[O:29])[C:27]([CH2:30][C:31]3[S:35][C:34]([C:36]4[CH:43]=[CH:42][CH:41]=[CH:40][C:37]=4[C:38]4[NH:3][C:4](=[O:7])[O:5][N:39]=4)=[CH:33][CH:32]=3)=[C:26]([CH2:44][CH2:45][CH3:46])[N:25]3[N:47]=[CH:48][N:49]=[C:24]23)[CH2:21][CH2:22]1. The catalyst class is: 13. (10) Reactant: Cl.Cl.[C:3]([O:7][C:8]([N:10]([C@@H:24]1[CH2:28][CH2:27][NH:26][CH2:25]1)[C:11]1[N:16]=[CH:15][C:14](/[CH:17]=[CH:18]/[C:19]([O:21][CH2:22][CH3:23])=[O:20])=[CH:13][CH:12]=1)=[O:9])([CH3:6])([CH3:5])[CH3:4].Br[CH2:30][C:31]1[CH:36]=[CH:35][C:34]([C:37]([C:39]2[CH:44]=[CH:43][CH:42]=[CH:41][CH:40]=2)=[O:38])=[CH:33][CH:32]=1.C1COCC1. Product: [C:37]([C:34]1[CH:33]=[CH:32][C:31]([CH2:30][N:26]2[CH2:27][CH2:28][C@@H:24]([N:10]([C:8]([O:7][C:3]([CH3:4])([CH3:5])[CH3:6])=[O:9])[C:11]3[N:16]=[CH:15][C:14](/[CH:17]=[CH:18]/[C:19]([O:21][CH2:22][CH3:23])=[O:20])=[CH:13][CH:12]=3)[CH2:25]2)=[CH:36][CH:35]=1)(=[O:38])[C:39]1[CH:40]=[CH:41][CH:42]=[CH:43][CH:44]=1. The catalyst class is: 424.